From a dataset of Reaction yield outcomes from USPTO patents with 853,638 reactions. Predict the reaction yield, written as a fraction of the theoretical maximum amount of product (1.0 means a 100% yield; for example, 0.34 means a 34% yield). The reactants are Cl[CH2:2][C:3]1[O:7][N:6]=[C:5]([N:8]2[CH2:13][CH2:12][N:11]([C:14]([O:16][C:17]([CH3:20])([CH3:19])[CH3:18])=[O:15])[CH2:10][CH2:9]2)[N:4]=1.[Cl:21][C:22]1[CH:23]=[C:24]([NH:29][C:30]2[C:39]3[C:34](=[CH:35][C:36]([OH:42])=[C:37]([O:40][CH3:41])[CH:38]=3)[N:33]=[CH:32][N:31]=2)[CH:25]=[CH:26][C:27]=1[Cl:28].C(=O)([O-])[O-].[K+].[K+]. The catalyst is CN(C=O)C. The product is [Cl:21][C:22]1[CH:23]=[C:24]([NH:29][C:30]2[C:39]3[C:34](=[CH:35][C:36]([O:42][CH2:2][C:3]4[O:7][N:6]=[C:5]([N:8]5[CH2:13][CH2:12][N:11]([C:14]([O:16][C:17]([CH3:20])([CH3:19])[CH3:18])=[O:15])[CH2:10][CH2:9]5)[N:4]=4)=[C:37]([O:40][CH3:41])[CH:38]=3)[N:33]=[CH:32][N:31]=2)[CH:25]=[CH:26][C:27]=1[Cl:28]. The yield is 0.620.